This data is from Peptide-MHC class II binding affinity with 134,281 pairs from IEDB. The task is: Regression. Given a peptide amino acid sequence and an MHC pseudo amino acid sequence, predict their binding affinity value. This is MHC class II binding data. (1) The peptide sequence is AGYLVGRKPLAFFSW. The MHC is DRB1_0901 with pseudo-sequence DRB1_0901. The binding affinity (normalized) is 0.373. (2) The peptide sequence is IEFGTNISKEHDGEC. The MHC is HLA-DPA10201-DPB10101 with pseudo-sequence HLA-DPA10201-DPB10101. The binding affinity (normalized) is 0.243. (3) The peptide sequence is KESGDAASGADGTYD. The MHC is DRB1_0701 with pseudo-sequence DRB1_0701. The binding affinity (normalized) is 0. (4) The peptide sequence is KKPIAVGGLLMMLVSVA. The MHC is DRB1_0404 with pseudo-sequence DRB1_0404. The binding affinity (normalized) is 0.728. (5) The peptide sequence is VHRGAVPRRGPRGGP. The MHC is DRB3_0101 with pseudo-sequence DRB3_0101. The binding affinity (normalized) is 0.244. (6) The peptide sequence is GELQILDKIDAAFKI. The MHC is DRB1_1501 with pseudo-sequence DRB1_1501. The binding affinity (normalized) is 0.560. (7) The peptide sequence is VLVPGCHGSEPCIIHR. The MHC is HLA-DQA10501-DQB10201 with pseudo-sequence HLA-DQA10501-DQB10201. The binding affinity (normalized) is 0.249.